Task: Predict the product of the given reaction.. Dataset: Forward reaction prediction with 1.9M reactions from USPTO patents (1976-2016) (1) The product is: [S:1]([C:4]1[CH:10]=[CH:9][C:7]([CH3:8])=[CH:6][CH:5]=1)([OH:11])(=[O:3])=[O:2].[CH2:21]([NH:20][C:18]1[CH:17]=[CH:16][N:15]([NH2:12])[C:14](=[NH:13])[CH:19]=1)[CH3:22]. Given the reactants [S:1]([O:11][NH2:12])([C:4]1[CH:10]=[CH:9][C:7]([CH3:8])=[CH:6][CH:5]=1)(=[O:3])=[O:2].[NH2:13][C:14]1[CH:19]=[C:18]([NH:20][CH2:21][CH3:22])[CH:17]=[CH:16][N:15]=1, predict the reaction product. (2) Given the reactants [NH2:1][C:2]1[N:11]=[CH:10][C:9]2[C:4](=[C:5]([O:18][CH3:19])[CH:6]=[CH:7][C:8]=2[C:12]2[CH:17]=[CH:16][CH:15]=[CH:14][CH:13]=2)[N:3]=1.[Br:20]Br.[Na], predict the reaction product. The product is: [NH2:1][C:2]1[N:11]=[CH:10][C:9]2[C:4](=[C:5]([O:18][CH3:19])[C:6]([Br:20])=[CH:7][C:8]=2[C:12]2[CH:17]=[CH:16][CH:15]=[CH:14][CH:13]=2)[N:3]=1. (3) Given the reactants [O:1]=[C:2]1[NH:10][C:5]2=[N:6][CH:7]=[CH:8][CH:9]=[C:4]2[C@:3]21[CH2:43][C:13]1[CH:14]=[C:15]3[C:20](=[CH:21][C:12]=1[CH2:11]2)[N:19]=[CH:18][C:17]([CH2:22][NH:23][C@H:24]([C:37]1[CH:42]=[CH:41][CH:40]=[CH:39][CH:38]=1)[CH2:25][CH2:26][NH:27][C:28]1([C:33]([O:35]C)=[O:34])[CH2:32][CH2:31][CH2:30][CH2:29]1)=[CH:16]3.O([Si](C)(C)C)[K:45], predict the reaction product. The product is: [O:1]=[C:2]1[NH:10][C:5]2=[N:6][CH:7]=[CH:8][CH:9]=[C:4]2[C@:3]21[CH2:43][C:13]1[CH:14]=[C:15]3[C:20](=[CH:21][C:12]=1[CH2:11]2)[N:19]=[CH:18][C:17]([CH2:22][NH:23][C@H:24]([C:37]1[CH:38]=[CH:39][CH:40]=[CH:41][CH:42]=1)[CH2:25][CH2:26][NH:27][C:28]1([C:33]([O-:35])=[O:34])[CH2:29][CH2:30][CH2:31][CH2:32]1)=[CH:16]3.[K+:45]. (4) Given the reactants [CH:1]1([CH:4]([O:6][C:7](=[O:34])[NH:8][C:9]2[CH:14]=[CH:13][C:12]([C:15]3[N:16]([CH:30]4[CH2:33][CH2:32][CH2:31]4)[C:17]4[C:22]([C:23]=3[C:24]#[N:25])=[CH:21][CH:20]=[C:19]([O:26][CH2:27][CH2:28]Cl)[CH:18]=4)=[CH:11][CH:10]=2)[CH3:5])[CH2:3][CH2:2]1.[I-].[Na+].[Na].[NH:38]1[CH:42]=[N:41][CH:40]=[N:39]1, predict the reaction product. The product is: [CH:1]1([CH:4]([O:6][C:7](=[O:34])[NH:8][C:9]2[CH:14]=[CH:13][C:12]([C:15]3[N:16]([CH:30]4[CH2:33][CH2:32][CH2:31]4)[C:17]4[C:22]([C:23]=3[C:24]#[N:25])=[CH:21][CH:20]=[C:19]([O:26][CH2:27][CH2:28][N:38]3[CH:42]=[N:41][CH:40]=[N:39]3)[CH:18]=4)=[CH:11][CH:10]=2)[CH3:5])[CH2:3][CH2:2]1.